This data is from Forward reaction prediction with 1.9M reactions from USPTO patents (1976-2016). The task is: Predict the product of the given reaction. (1) Given the reactants [CH2:1]([O:3][C:4](=[O:19])[C:5]1[CH:10]=[C:9]([C:11]([F:14])([F:13])[F:12])[C:8]([CH:15]=O)=[C:7]([Br:17])[C:6]=1[NH2:18])[CH3:2].[C:20]([O:24][C:25](=[O:33])[N:26]([CH3:32])[C@@H:27]1[CH2:31][CH2:30][NH:29][CH2:28]1)([CH3:23])([CH3:22])[CH3:21], predict the reaction product. The product is: [CH2:1]([O:3][C:4](=[O:19])[C:5]1[CH:10]=[C:9]([C:11]([F:14])([F:13])[F:12])[C:8]([CH2:15][N:29]2[CH2:30][CH2:31][C@@H:27]([N:26]([C:25]([O:24][C:20]([CH3:23])([CH3:22])[CH3:21])=[O:33])[CH3:32])[CH2:28]2)=[C:7]([Br:17])[C:6]=1[NH2:18])[CH3:2]. (2) Given the reactants BrC1C=C(C2C3C(=NC([NH:17][CH2:18][CH2:19][N:20]4[CH2:25][CH2:24][O:23][CH2:22][CH2:21]4)=NC=3)N(COCC[Si](C)(C)C)N=2)C=CC=1.ClC1C=CC(CN)=CC=1.CN(C1C(C2C(P(C3CCCCC3)C3CCCCC3)=CC=CC=2)=CC=CC=1)C.C(O[Na])(C)(C)C, predict the reaction product. The product is: [N:20]1([CH2:19][CH2:18][NH2:17])[CH2:25][CH2:24][O:23][CH2:22][CH2:21]1. (3) Given the reactants [CH3:1][O:2][C:3]([CH:5]1[CH2:9][C:8](=O)[CH2:7][N:6]1[C:11]([O:13][C:14]([CH3:17])([CH3:16])[CH3:15])=[O:12])=[O:4].[Cl:18][C:19]1[CH:20]=[C:21]([CH:23]=[CH:24][CH:25]=1)[NH2:22].C(O[BH-](OC(=O)C)OC(=O)C)(=O)C.[Na+].C(O)(=O)C, predict the reaction product. The product is: [CH3:1][O:2][C:3]([C@@H:5]1[CH2:9][C@H:8]([NH:22][C:21]2[CH:23]=[CH:24][CH:25]=[C:19]([Cl:18])[CH:20]=2)[CH2:7][N:6]1[C:11]([O:13][C:14]([CH3:17])([CH3:16])[CH3:15])=[O:12])=[O:4]. (4) Given the reactants C([N-][CH:5]([CH3:7])[CH3:6])(C)C.[Li+].CN(C)P(N(C)C)(N(C)C)=O.[CH3:20][C:21]1([CH2:26][CH2:27][C:28]([O:30][CH2:31][CH3:32])=[O:29])[O:25][CH2:24][CH2:23][O:22]1.C(I)CC, predict the reaction product. The product is: [CH3:20][C:21]1([CH2:26][CH:27]([CH2:7][CH2:5][CH3:6])[C:28]([O:30][CH2:31][CH3:32])=[O:29])[O:22][CH2:23][CH2:24][O:25]1. (5) Given the reactants NC1C=CC(C2C=CC(C(=O)CC(C)(C)C(OC)=O)=CC=2)=CC=1.ClC1SC2C=CC=CC=2N=1.[S:34]1[C:38]2[CH:39]=[CH:40][CH:41]=[CH:42][C:37]=2[N:36]=[C:35]1[NH:43][C:44]1[CH:49]=[CH:48][C:47]([C:50]2[CH:55]=[CH:54][C:53]([C:56](=[O:65])[CH2:57][C:58]([CH3:64])([CH3:63])[C:59]([O:61]C)=[O:60])=[CH:52][CH:51]=2)=[CH:46][CH:45]=1.[OH-].[Na+].Cl, predict the reaction product. The product is: [S:34]1[C:38]2[CH:39]=[CH:40][CH:41]=[CH:42][C:37]=2[N:36]=[C:35]1[NH:43][C:44]1[CH:45]=[CH:46][C:47]([C:50]2[CH:55]=[CH:54][C:53]([C:56](=[O:65])[CH2:57][C:58]([CH3:63])([CH3:64])[C:59]([OH:61])=[O:60])=[CH:52][CH:51]=2)=[CH:48][CH:49]=1.